The task is: Predict the reaction yield, written as a fraction of the theoretical maximum amount of product (1.0 means a 100% yield; for example, 0.34 means a 34% yield).. This data is from Reaction yield outcomes from USPTO patents with 853,638 reactions. (1) The reactants are [OH:1][C:2]1[N:6]([C:7]2[CH:12]=[CH:11][CH:10]=[CH:9][CH:8]=2)[N:5]=[C:4]([C:13]([F:16])([F:15])[F:14])[CH:3]=1.[CH2:17]=[O:18].C(#N)C.Cl[CH:23]([F:25])[F:24]. The catalyst is [OH-].[K+]. The product is [F:24][CH:23]([F:25])[O:1][C:2]1[N:6]([C:7]2[CH:12]=[CH:11][CH:10]=[CH:9][CH:8]=2)[N:5]=[C:4]([C:13]([F:16])([F:15])[F:14])[C:3]=1[CH2:17][OH:18]. The yield is 0.849. (2) The reactants are C([O:3][C:4](=O)[CH2:5][CH:6]1[S:10][C:9]([C:11]2[NH:12][C:13]3[C:18]([CH:19]=2)=[CH:17][C:16]([O:20][C:21]2[CH:22]=[N:23][C:24]([CH2:27][O:28][CH2:29][CH2:30][O:31][CH3:32])=[CH:25][CH:26]=2)=[CH:15][C:14]=3[O:33][CH:34]2[CH2:39][CH2:38][O:37][CH2:36][CH2:35]2)=[N:8][CH2:7]1)C.[BH4-].[Li+].O. The catalyst is O1CCCC1.CO.CCCCCC.C(OCC)(=O)C. The product is [CH3:32][O:31][CH2:30][CH2:29][O:28][CH2:27][C:24]1[N:23]=[CH:22][C:21]([O:20][C:16]2[CH:17]=[C:18]3[C:13](=[C:14]([O:33][CH:34]4[CH2:35][CH2:36][O:37][CH2:38][CH2:39]4)[CH:15]=2)[NH:12][C:11]([C:9]2[S:10][CH:6]([CH2:5][CH2:4][OH:3])[CH2:7][N:8]=2)=[CH:19]3)=[CH:26][CH:25]=1. The yield is 0.300.